This data is from Reaction yield outcomes from USPTO patents with 853,638 reactions. The task is: Predict the reaction yield, written as a fraction of the theoretical maximum amount of product (1.0 means a 100% yield; for example, 0.34 means a 34% yield). (1) The reactants are [NH:1]1[C:9]2[C:4](=[CH:5][C:6]([O:10][C:11]3[C:20]4[C:15](=[CH:16][C:17]([O:23][CH3:24])=[C:18]([O:21][CH3:22])[CH:19]=4)[N:14]=[CH:13][CH:12]=3)=[CH:7][CH:8]=2)[CH:3]=[CH:2]1.[H-].[Na+].[S:27]1[CH:31]=[CH:30][N:29]=[C:28]1[NH:32][C:33](=O)[O:34]C1C=CC=CC=1.O. The catalyst is CN(C)C=O.C(OCC)(=O)C. The product is [S:27]1[CH:31]=[CH:30][N:29]=[C:28]1[NH:32][C:33]([N:1]1[C:9]2[C:4](=[CH:5][C:6]([O:10][C:11]3[C:20]4[C:15](=[CH:16][C:17]([O:23][CH3:24])=[C:18]([O:21][CH3:22])[CH:19]=4)[N:14]=[CH:13][CH:12]=3)=[CH:7][CH:8]=2)[CH:3]=[CH:2]1)=[O:34]. The yield is 0.660. (2) The reactants are [Br:1][C:2]1[N:7]=[C:6]([NH2:8])[CH:5]=[CH:4][CH:3]=1.Cl[CH2:10][C:11]([CH3:13])=O. The catalyst is C(O)C. The product is [Br:1][C:2]1[N:7]2[CH:10]=[C:11]([CH3:13])[N:8]=[C:6]2[CH:5]=[CH:4][CH:3]=1. The yield is 0.750. (3) The catalyst is O1CCOCC1. The yield is 0.245. The product is [CH:1]([NH:4][C:5]1[N:10]=[C:9]([C:11]2[C:19]3[C:14](=[CH:15][CH:16]=[C:17]([C:20]4[N:24]=[C:23]([NH2:25])[O:22][N:21]=4)[CH:18]=3)[NH:13][CH:12]=2)[CH:8]=[N:7][CH:6]=1)([CH3:3])[CH3:2]. The reactants are [CH:1]([NH:4][C:5]1[N:10]=[C:9]([C:11]2[C:19]3[C:14](=[CH:15][CH:16]=[C:17]([C:20]4[N:24]=[C:23]([NH2:25])[O:22][N:21]=4)[CH:18]=3)[N:13](S(C3C=CC(C)=CC=3)(=O)=O)[CH:12]=2)[CH:8]=[N:7][CH:6]=1)([CH3:3])[CH3:2].[OH-].[Na+].